This data is from Catalyst prediction with 721,799 reactions and 888 catalyst types from USPTO. The task is: Predict which catalyst facilitates the given reaction. Product: [C:33]([NH:1][C:2]1[CH:3]=[C:4]([C:8]2[N:13]3[N:14]=[C:15]([C:20]4[CH:25]=[CH:24][C:23]([O:26][C:27]5[CH:28]=[CH:29][CH:30]=[CH:31][CH:32]=5)=[CH:22][CH:21]=4)[C:16]([C:17]([NH2:19])=[O:18])=[C:12]3[N:11]=[CH:10][CH:9]=2)[CH:5]=[CH:6][CH:7]=1)(=[O:36])[CH:34]=[CH2:35]. The catalyst class is: 2. Reactant: [NH2:1][C:2]1[CH:3]=[C:4]([C:8]2[N:13]3[N:14]=[C:15]([C:20]4[CH:25]=[CH:24][C:23]([O:26][C:27]5[CH:32]=[CH:31][CH:30]=[CH:29][CH:28]=5)=[CH:22][CH:21]=4)[C:16]([C:17]([NH2:19])=[O:18])=[C:12]3[N:11]=[CH:10][CH:9]=2)[CH:5]=[CH:6][CH:7]=1.[C:33](Cl)(=[O:36])[CH:34]=[CH2:35].